From a dataset of Forward reaction prediction with 1.9M reactions from USPTO patents (1976-2016). Predict the product of the given reaction. Given the reactants [C:1]1([C:7]#[C:8][C:9]2[CH:10]=[C:11]([CH:17]=[CH:18][CH:19]=2)[C:12]([O:14]CC)=[O:13])[CH:6]=[CH:5][CH:4]=[CH:3][CH:2]=1.[OH-].[Na+], predict the reaction product. The product is: [C:1]1([C:7]#[C:8][C:9]2[CH:10]=[C:11]([CH:17]=[CH:18][CH:19]=2)[C:12]([OH:14])=[O:13])[CH:6]=[CH:5][CH:4]=[CH:3][CH:2]=1.